This data is from CYP2C19 inhibition data for predicting drug metabolism from PubChem BioAssay. The task is: Regression/Classification. Given a drug SMILES string, predict its absorption, distribution, metabolism, or excretion properties. Task type varies by dataset: regression for continuous measurements (e.g., permeability, clearance, half-life) or binary classification for categorical outcomes (e.g., BBB penetration, CYP inhibition). Dataset: cyp2c19_veith. The compound is O=S(=O)(c1ccccc1)N1CCC[C@@]2(CCN(Cc3ccccc3)C2)C1. The result is 0 (non-inhibitor).